Dataset: Catalyst prediction with 721,799 reactions and 888 catalyst types from USPTO. Task: Predict which catalyst facilitates the given reaction. (1) Reactant: [CH2:1]([C:9]1[CH:10]=[C:11]2[C:15](=[CH:16][CH:17]=1)[C:14](=[O:18])[CH2:13][CH2:12]2)[CH2:2][CH2:3][CH2:4][CH2:5][CH2:6][CH2:7][CH3:8].[Br:19]Br. Product: [Br:19][CH:13]1[CH2:12][C:11]2[C:15](=[CH:16][CH:17]=[C:9]([CH2:1][CH2:2][CH2:3][CH2:4][CH2:5][CH2:6][CH2:7][CH3:8])[CH:10]=2)[C:14]1=[O:18]. The catalyst class is: 22. (2) Reactant: [CH2:1]([CH:3]1[N:12]2[C:7](=[CH:8][C:9](=[O:18])[C:10]([C:13]([O:15]CC)=[O:14])=[CH:11]2)[C:6]2[CH:19]=[C:20]([O:26][CH3:27])[C:21]([CH2:23][CH2:24][CH3:25])=[CH:22][C:5]=2[CH2:4]1)[CH3:2].O.[OH-].[Li+].Cl. Product: [CH2:1]([CH:3]1[N:12]2[C:7](=[CH:8][C:9](=[O:18])[C:10]([C:13]([OH:15])=[O:14])=[CH:11]2)[C:6]2[CH:19]=[C:20]([O:26][CH3:27])[C:21]([CH2:23][CH2:24][CH3:25])=[CH:22][C:5]=2[CH2:4]1)[CH3:2]. The catalyst class is: 20. (3) Reactant: C([Li])CCC.CCCCCC.[Br-].[Cl:13][C:14]1[CH:39]=[CH:38][C:17]([CH2:18][P+](C2C=CC=CC=2)(C2C=CC=CC=2)C2C=CC=CC=2)=[CH:16][C:15]=1[F:40].[CH3:41][C:42]([C:44]1[CH:49]=[CH:48][C:47]([Cl:50])=[CH:46][CH:45]=1)=O.[Cl-].[NH4+]. Product: [Cl:13][C:14]1[CH:39]=[CH:38][C:17]([CH:18]=[C:42]([C:44]2[CH:49]=[CH:48][C:47]([Cl:50])=[CH:46][CH:45]=2)[CH3:41])=[CH:16][C:15]=1[F:40]. The catalyst class is: 7. (4) Reactant: C([N:8]1[CH2:11][C:10]([CH3:36])([O:12][C:13]2[CH:35]=[CH:34][C:16]3[C:17]4[N:21]([CH2:22][CH2:23][O:24][C:15]=3[CH:14]=2)[CH:20]=[C:19]([C:25]2[N:26]([CH:31]([CH3:33])[CH3:32])[N:27]=[C:28]([CH3:30])[N:29]=2)[N:18]=4)[CH2:9]1)C1C=CC=CC=1. Product: [NH3:8].[CH3:10][OH:12].[CH:31]([N:26]1[C:25]([C:19]2[N:18]=[C:17]3[C:16]4[CH:34]=[CH:35][C:13]([O:12][C:10]5([CH3:36])[CH2:11][NH:8][CH2:9]5)=[CH:14][C:15]=4[O:24][CH2:23][CH2:22][N:21]3[CH:20]=2)=[N:29][C:28]([CH3:30])=[N:27]1)([CH3:33])[CH3:32]. The catalyst class is: 723. (5) Reactant: C(OC([N:8]1[CH2:13][CH2:12][CH2:11][CH:10]([CH2:14][O:15][S:16]([C:19]2[CH:24]=[CH:23][C:22]([CH3:25])=[CH:21][CH:20]=2)(=[O:18])=[O:17])[CH2:9]1)=O)(C)(C)C.[ClH:26]. Product: [ClH:26].[NH:8]1[CH2:13][CH2:12][CH2:11][CH:10]([CH2:14][O:15][S:16]([C:19]2[CH:20]=[CH:21][C:22]([CH3:25])=[CH:23][CH:24]=2)(=[O:18])=[O:17])[CH2:9]1. The catalyst class is: 12. (6) Product: [F:26][C:27]1[CH:32]=[CH:31][C:30]([N:1]2[CH:5]=[C:4]([C:6]3[C:7]([C:12]4[CH:13]=[CH:14][CH:15]=[CH:16][CH:17]=4)=[N:8][O:9][C:10]=3[CH3:11])[N:3]=[CH:2]2)=[CH:29][CH:28]=1. Reactant: [NH:1]1[CH:5]=[C:4]([C:6]2[C:7]([C:12]3[CH:17]=[CH:16][CH:15]=[CH:14][CH:13]=3)=[N:8][O:9][C:10]=2[CH3:11])[N:3]=[CH:2]1.CN(CCN(C)C)C.[F:26][C:27]1[CH:32]=[CH:31][C:30](B(O)O)=[CH:29][CH:28]=1.N. The catalyst class is: 24. (7) Reactant: [H-].[Na+].[CH3:3][O:4][CH:5]([O:15][CH3:16])[CH2:6][NH:7][C:8]1[CH:13]=[CH:12][C:11]([OH:14])=[CH:10][CH:9]=1.[CH3:17][N:18]([CH3:22])[CH2:19][CH2:20]Cl. Product: [CH3:16][O:15][CH:5]([O:4][CH3:3])[CH2:6][NH:7][C:8]1[CH:13]=[CH:12][C:11]([O:14][CH2:20][CH2:19][N:18]([CH3:22])[CH3:17])=[CH:10][CH:9]=1. The catalyst class is: 42.